From a dataset of Peptide-MHC class I binding affinity with 185,985 pairs from IEDB/IMGT. Regression. Given a peptide amino acid sequence and an MHC pseudo amino acid sequence, predict their binding affinity value. This is MHC class I binding data. (1) The peptide sequence is GPGHEEPVPM. The MHC is HLA-B35:01 with pseudo-sequence HLA-B35:01. The binding affinity (normalized) is 0.179. (2) The peptide sequence is EVRIPVDLVK. The MHC is HLA-A31:01 with pseudo-sequence HLA-A31:01. The binding affinity (normalized) is 0.158. (3) The peptide sequence is IEIKDTKEAL. The MHC is HLA-B58:01 with pseudo-sequence HLA-B58:01. The binding affinity (normalized) is 0. (4) The MHC is HLA-A23:01 with pseudo-sequence HLA-A23:01. The peptide sequence is YYLEKANKI. The binding affinity (normalized) is 0.677.